This data is from Catalyst prediction with 721,799 reactions and 888 catalyst types from USPTO. The task is: Predict which catalyst facilitates the given reaction. (1) Reactant: [CH3:1][C:2]([O:4][C:5]1[C:13]2[C:8](=[CH:9][CH:10]=[CH:11][CH:12]=2)[NH:7][CH:6]=1)=O.CC(C)([O-])C.[K+].[CH:20]1([NH:26][C:27](=[O:48])[NH:28][C@@H:29]2[C@H:33]3[O:34]C[C@@H](OS(C4C=CC(C)=CC=4)(=O)=O)[C@H:32]3[O:31][CH2:30]2)[CH2:25][CH2:24][CH2:23][CH2:22][CH2:21]1. Product: [CH:20]1([NH:26][C:27]([NH:28][C@H:29]2[CH2:33][O:34][C@@H:1]3[C@@H:2]([O:4][C:5]4[C:13]5[C:8](=[CH:9][CH:10]=[CH:11][CH:12]=5)[NH:7][CH:6]=4)[CH2:32][O:31][C@H:30]23)=[O:48])[CH2:21][CH2:22][CH2:23][CH2:24][CH2:25]1. The catalyst class is: 35. (2) Reactant: Br[CH2:2][CH2:3][CH2:4][N:5]1[C:13]2[CH:12]=[C:11]([C:14]3[CH:19]=[CH:18][C:17]([O:20][CH2:21][CH3:22])=[C:16]([C:23]([F:26])([F:25])[F:24])[CH:15]=3)[N:10]=[C:9]([C:27]#[N:28])[C:8]=2[N:7]=[CH:6]1.[NH:29]1[CH2:34][CH2:33][O:32][CH2:31][CH2:30]1. Product: [CH2:21]([O:20][C:17]1[CH:18]=[CH:19][C:14]([C:11]2[N:10]=[C:9]([C:27]#[N:28])[C:8]3[N:7]=[CH:6][N:5]([CH2:4][CH2:3][CH2:2][N:29]4[CH2:34][CH2:33][O:32][CH2:31][CH2:30]4)[C:13]=3[CH:12]=2)=[CH:15][C:16]=1[C:23]([F:26])([F:25])[F:24])[CH3:22]. The catalyst class is: 121. (3) Reactant: [BH4-].[Na+].[C:3]([O:7][C:8]([N:10]1[CH2:15][CH2:14][CH:13]([C:16](=[O:26])[CH2:17][C:18]2[C:23]([Br:24])=[CH:22][N:21]=[C:20]([Cl:25])[CH:19]=2)[CH2:12][CH2:11]1)=[O:9])([CH3:6])([CH3:5])[CH3:4].C(O)(=O)CC(CC(O)=O)(C(O)=O)O. Product: [C:3]([O:7][C:8]([N:10]1[CH2:11][CH2:12][CH:13]([CH:16]([OH:26])[CH2:17][C:18]2[C:23]([Br:24])=[CH:22][N:21]=[C:20]([Cl:25])[CH:19]=2)[CH2:14][CH2:15]1)=[O:9])([CH3:6])([CH3:4])[CH3:5]. The catalyst class is: 30. (4) Reactant: Cl[C:2]1[C:3]2[N:4]([C:14]([C:21]3[CH:26]=[CH:25][CH:24]=[CH:23][C:22]=3[CH3:27])=[N:15][C:16]=2[C:17]([F:20])([F:19])[F:18])[C:5]2[N:11]=[C:10]([O:12][CH3:13])[CH:9]=[CH:8][C:6]=2[N:7]=1.[CH3:28][S:29](Cl)(=[O:31])=[O:30].[N:33]1C=CC=CC=1. Product: [CH3:13][O:12][C:10]1[CH:9]=[CH:8][C:6]2[N:7]=[C:2]([NH:33][S:29]([CH3:28])(=[O:31])=[O:30])[C:3]3[N:4]([C:14]([C:21]4[CH:26]=[CH:25][CH:24]=[CH:23][C:22]=4[CH3:27])=[N:15][C:16]=3[C:17]([F:20])([F:19])[F:18])[C:5]=2[N:11]=1. The catalyst class is: 6. (5) The catalyst class is: 5. Reactant: [BH4-].[Na+].[Si:3]([O:10][CH2:11][CH2:12][CH2:13][C:14]1[CH:19]=[C:18]([C:20](OC)=[O:21])[N:17]=[C:16]([C:24]([O:26][CH3:27])=[O:25])[CH:15]=1)([C:6]([CH3:9])([CH3:8])[CH3:7])([CH3:5])[CH3:4].Cl. Product: [Si:3]([O:10][CH2:11][CH2:12][CH2:13][C:14]1[CH:19]=[C:18]([CH2:20][OH:21])[N:17]=[C:16]([C:24]([O:26][CH3:27])=[O:25])[CH:15]=1)([C:6]([CH3:7])([CH3:9])[CH3:8])([CH3:4])[CH3:5].